From a dataset of NCI-60 drug combinations with 297,098 pairs across 59 cell lines. Regression. Given two drug SMILES strings and cell line genomic features, predict the synergy score measuring deviation from expected non-interaction effect. (1) Drug 1: C(=O)(N)NO. Drug 2: C1C(C(OC1N2C=NC(=NC2=O)N)CO)O. Cell line: IGROV1. Synergy scores: CSS=0.387, Synergy_ZIP=1.62, Synergy_Bliss=1.49, Synergy_Loewe=-0.333, Synergy_HSA=-0.475. (2) Drug 1: CCCS(=O)(=O)NC1=C(C(=C(C=C1)F)C(=O)C2=CNC3=C2C=C(C=N3)C4=CC=C(C=C4)Cl)F. Drug 2: CNC(=O)C1=NC=CC(=C1)OC2=CC=C(C=C2)NC(=O)NC3=CC(=C(C=C3)Cl)C(F)(F)F. Cell line: HL-60(TB). Synergy scores: CSS=29.3, Synergy_ZIP=4.68, Synergy_Bliss=6.65, Synergy_Loewe=-11.5, Synergy_HSA=-2.72. (3) Drug 1: C1=NC2=C(N1)C(=S)N=CN2. Drug 2: CC(C)CN1C=NC2=C1C3=CC=CC=C3N=C2N. Cell line: NCIH23. Synergy scores: CSS=27.0, Synergy_ZIP=-3.79, Synergy_Bliss=2.35, Synergy_Loewe=1.22, Synergy_HSA=0.935. (4) Drug 1: CC1OCC2C(O1)C(C(C(O2)OC3C4COC(=O)C4C(C5=CC6=C(C=C35)OCO6)C7=CC(=C(C(=C7)OC)O)OC)O)O. Drug 2: N.N.Cl[Pt+2]Cl. Cell line: MCF7. Synergy scores: CSS=20.9, Synergy_ZIP=-6.86, Synergy_Bliss=-2.76, Synergy_Loewe=-19.2, Synergy_HSA=-6.40. (5) Drug 1: CN1C2=C(C=C(C=C2)N(CCCl)CCCl)N=C1CCCC(=O)O.Cl. Drug 2: C(CN)CNCCSP(=O)(O)O. Cell line: HOP-92. Synergy scores: CSS=-0.518, Synergy_ZIP=1.06, Synergy_Bliss=0.555, Synergy_Loewe=-0.207, Synergy_HSA=-1.23. (6) Drug 1: CS(=O)(=O)C1=CC(=C(C=C1)C(=O)NC2=CC(=C(C=C2)Cl)C3=CC=CC=N3)Cl. Drug 2: CC1=C(C=C(C=C1)C(=O)NC2=CC(=CC(=C2)C(F)(F)F)N3C=C(N=C3)C)NC4=NC=CC(=N4)C5=CN=CC=C5. Cell line: HOP-92. Synergy scores: CSS=5.08, Synergy_ZIP=-0.832, Synergy_Bliss=1.96, Synergy_Loewe=1.01, Synergy_HSA=1.29. (7) Drug 1: CC1CCC2CC(C(=CC=CC=CC(CC(C(=O)C(C(C(=CC(C(=O)CC(OC(=O)C3CCCCN3C(=O)C(=O)C1(O2)O)C(C)CC4CCC(C(C4)OC)OCCO)C)C)O)OC)C)C)C)OC. Drug 2: C(=O)(N)NO. Cell line: COLO 205. Synergy scores: CSS=9.18, Synergy_ZIP=-2.05, Synergy_Bliss=2.17, Synergy_Loewe=-12.6, Synergy_HSA=-1.23. (8) Drug 1: CC1=C2C(C(=O)C3(C(CC4C(C3C(C(C2(C)C)(CC1OC(=O)C(C(C5=CC=CC=C5)NC(=O)OC(C)(C)C)O)O)OC(=O)C6=CC=CC=C6)(CO4)OC(=O)C)OC)C)OC. Drug 2: CC1CCC2CC(C(=CC=CC=CC(CC(C(=O)C(C(C(=CC(C(=O)CC(OC(=O)C3CCCCN3C(=O)C(=O)C1(O2)O)C(C)CC4CCC(C(C4)OC)O)C)C)O)OC)C)C)C)OC. Cell line: ACHN. Synergy scores: CSS=58.3, Synergy_ZIP=4.55, Synergy_Bliss=4.08, Synergy_Loewe=10.9, Synergy_HSA=11.9. (9) Drug 1: CC1=CC=C(C=C1)C2=CC(=NN2C3=CC=C(C=C3)S(=O)(=O)N)C(F)(F)F. Drug 2: CCC(=C(C1=CC=CC=C1)C2=CC=C(C=C2)OCCN(C)C)C3=CC=CC=C3.C(C(=O)O)C(CC(=O)O)(C(=O)O)O. Cell line: OVCAR3. Synergy scores: CSS=14.0, Synergy_ZIP=2.20, Synergy_Bliss=1.69, Synergy_Loewe=6.34, Synergy_HSA=0.606.